Dataset: Reaction yield outcomes from USPTO patents with 853,638 reactions. Task: Predict the reaction yield, written as a fraction of the theoretical maximum amount of product (1.0 means a 100% yield; for example, 0.34 means a 34% yield). The reactants are Cl[C:2]1[C:7]([F:8])=[CH:6][CH:5]=[C:4]([Cl:9])[N:3]=1.[NH:10]1[CH2:15][CH2:14][CH2:13][C@H:12]([NH:16][C:17](=[O:23])[O:18][C:19]([CH3:22])([CH3:21])[CH3:20])[CH2:11]1.C(=O)([O-])[O-].[K+].[K+].CNCCNC. The catalyst is [Cu]I. The product is [Cl:9][C:4]1[N:3]=[C:2]([N:10]2[CH2:15][CH2:14][CH2:13][C@H:12]([NH:16][C:17](=[O:23])[O:18][C:19]([CH3:21])([CH3:20])[CH3:22])[CH2:11]2)[C:7]([F:8])=[CH:6][CH:5]=1. The yield is 0.220.